Dataset: Reaction yield outcomes from USPTO patents with 853,638 reactions. Task: Predict the reaction yield, written as a fraction of the theoretical maximum amount of product (1.0 means a 100% yield; for example, 0.34 means a 34% yield). (1) The reactants are [CH:1](O)([CH3:3])[CH3:2].[CH3:5][O:6][C:7](=[O:19])[C:8]1[CH:13]=[CH:12][C:11]([O:14][C:15](=[O:17])[CH3:16])=[CH:10][C:9]=1[OH:18].C1C=CC(P(C2C=CC=CC=2)C2C=CC=CC=2)=CC=1.CCOC(/N=N/C(OCC)=O)=O. The catalyst is ClCCl. The product is [CH3:5][O:6][C:7](=[O:19])[C:8]1[CH:13]=[CH:12][C:11]([O:14][C:15](=[O:17])[CH3:16])=[CH:10][C:9]=1[O:18][CH:1]([CH3:3])[CH3:2]. The yield is 0.790. (2) The reactants are Cl.Cl.[C:3]1([CH:9]([NH2:19])[C:10]2[NH:18][C:13]3=[CH:14][N:15]=[CH:16][CH:17]=[C:12]3[CH:11]=2)[CH:8]=[CH:7][CH:6]=[CH:5][CH:4]=1.C(N(CC)C(C)C)(C)C.[C:29](O)(=[O:36])[C:30]1[CH:35]=[CH:34][CH:33]=[N:32][CH:31]=1.Cl.C(N=C=NCCCN(C)C)C. The catalyst is C(Cl)Cl.CN(C)C1C=CN=CC=1. The product is [C:3]1([CH:9]([C:10]2[NH:18][C:13]3=[CH:14][N:15]=[CH:16][CH:17]=[C:12]3[CH:11]=2)[NH:19][C:29](=[O:36])[C:30]2[CH:35]=[CH:34][CH:33]=[N:32][CH:31]=2)[CH:8]=[CH:7][CH:6]=[CH:5][CH:4]=1. The yield is 0.320. (3) The reactants are C([N:5]([CH2:9][CH2:10][O:11][NH:12][C:13]([C@@H:15]1[CH2:21][CH2:20][C@@H:19]2[CH2:22][N:16]1[C:17](=[O:28])[N:18]2[O:23][S:24]([OH:27])(=[O:26])=[O:25])=[O:14])C(=O)[O-])(C)(C)C.C([N+](CCCC)(CCCC)CCCC)CCC.FC(F)(F)C(O)=O.C(OC(C)C)(C)C. The catalyst is ClCCl. The product is [NH2:5][CH2:9][CH2:10][O:11][NH:12][C:13]([C@@H:15]1[CH2:21][CH2:20][C@@H:19]2[CH2:22][N:16]1[C:17](=[O:28])[N:18]2[O:23][S:24]([OH:27])(=[O:26])=[O:25])=[O:14]. The yield is 0.980. (4) The reactants are [Cl:1][C:2]1[CH:3]=[C:4]([O:12][C:13]2[C:21]([F:22])=[CH:20][C:16]([C:17]([OH:19])=O)=[C:15]([F:23])[CH:14]=2)[CH:5]=[N:6][C:7]=1[O:8][CH:9]([CH3:11])[CH3:10].[CH3:24][O:25][C:26]1[CH:38]=[CH:37][C:29]([CH2:30][N:31]([CH3:36])[S:32]([NH2:35])(=[O:34])=[O:33])=[CH:28][CH:27]=1.CCN=C=NCCCN(C)C.Cl.C(N(C(C)C)CC)(C)C. The catalyst is CN(C1C=CN=CC=1)C.C(Cl)Cl.Cl. The product is [Cl:1][C:2]1[CH:3]=[C:4]([O:12][C:13]2[C:21]([F:22])=[CH:20][C:16]([C:17]([NH:35][S:32](=[O:33])(=[O:34])[N:31]([CH2:30][C:29]3[CH:37]=[CH:38][C:26]([O:25][CH3:24])=[CH:27][CH:28]=3)[CH3:36])=[O:19])=[C:15]([F:23])[CH:14]=2)[CH:5]=[N:6][C:7]=1[O:8][CH:9]([CH3:10])[CH3:11]. The yield is 0.110. (5) The reactants are [Cl:1][C:2]1[C:3]([O:29][C:30]2[CH:35]=[CH:34][N:33]=[C:32](Cl)[CH:31]=2)=[CH:4][C:5]([F:28])=[C:6]([NH:8][C:9]([C:11]2[C:12](=[O:27])[N:13]([C:20]3[CH:25]=[CH:24][C:23]([F:26])=[CH:22][CH:21]=3)[CH:14]=[CH:15][C:16]=2[O:17][CH2:18][CH3:19])=[O:10])[CH:7]=1.[C:37]([NH2:41])(=[O:40])[CH2:38][CH3:39].C([O-])([O-])=O.[Cs+].[Cs+].CC1(C)C2C(=C(P(C3C=CC=CC=3)C3C=CC=CC=3)C=CC=2)OC2C(P(C3C=CC=CC=3)C3C=CC=CC=3)=CC=CC1=2. The catalyst is C1C=CC(/C=C/C(/C=C/C2C=CC=CC=2)=O)=CC=1.C1C=CC(/C=C/C(/C=C/C2C=CC=CC=2)=O)=CC=1.C1C=CC(/C=C/C(/C=C/C2C=CC=CC=2)=O)=CC=1.[Pd].[Pd].O1CCOCC1. The product is [Cl:1][C:2]1[C:3]([O:29][C:30]2[CH:35]=[CH:34][N:33]=[C:32]([NH:41][C:37](=[O:40])[CH2:38][CH3:39])[CH:31]=2)=[CH:4][C:5]([F:28])=[C:6]([NH:8][C:9]([C:11]2[C:12](=[O:27])[N:13]([C:20]3[CH:25]=[CH:24][C:23]([F:26])=[CH:22][CH:21]=3)[CH:14]=[CH:15][C:16]=2[O:17][CH2:18][CH3:19])=[O:10])[CH:7]=1. The yield is 0.160.